Dataset: Catalyst prediction with 721,799 reactions and 888 catalyst types from USPTO. Task: Predict which catalyst facilitates the given reaction. (1) Reactant: Cl.[NH:2]1[CH2:7][CH2:6][CH2:5][CH2:4][C:3]1=O.[OH:9]N1C2C=CC=CC=2N=N1.[CH3:19][O:20][C:21]1[CH:29]=[C:28]([O:30][CH3:31])[CH:27]=[CH:26][C:22]=1[C:23](O)=[O:24].C([O-])([O-])=O.[Na+].[Na+]. Product: [CH3:19][O:20][C:21]1[CH:29]=[C:28]([O:30][CH3:31])[CH:27]=[CH:26][C:22]=1[C:23]([N:2]1[CH2:7][CH2:6][C:5](=[O:9])[CH2:4][CH2:3]1)=[O:24]. The catalyst class is: 3. (2) The catalyst class is: 2. Reactant: COC[O:4][C:5]1[CH:13]=[CH:12][C:8]2[O:9][CH2:10][O:11][C:7]=2[C:6]=1[CH:14]=[O:15].FC(F)(F)C(O)=O. Product: [OH:4][C:5]1[CH:13]=[CH:12][C:8]2[O:9][CH2:10][O:11][C:7]=2[C:6]=1[CH:14]=[O:15]. (3) Reactant: [Si]([O:8][C:9]1[C:14]([Cl:15])=[CH:13][C:12]([CH:16]([O:18][Si:19]([C:22]([CH3:25])([CH3:24])[CH3:23])([CH3:21])[CH3:20])[CH3:17])=[CH:11][C:10]=1[Cl:26])(C(C)(C)C)(C)C.C([O-])([O-])=O.[Cs+].[Cs+].CCOCC. Product: [Si:19]([O:18][CH:16]([C:12]1[CH:13]=[C:14]([Cl:15])[C:9]([OH:8])=[C:10]([Cl:26])[CH:11]=1)[CH3:17])([C:22]([CH3:25])([CH3:23])[CH3:24])([CH3:21])[CH3:20]. The catalyst class is: 18. (4) Reactant: [C:1]([CH:3]1[CH2:8][CH2:7][NH:6][CH2:5][CH2:4]1)#[N:2].[CH2:9]([O:11][C:12]([N:14]1[CH2:20][CH2:19][CH2:18][C:17](=O)[CH2:16][CH2:15]1)=[O:13])[CH3:10].C([BH3-])#N.[Na+]. Product: [C:1]([CH:3]1[CH2:8][CH2:7][N:6]([CH:17]2[CH2:18][CH2:19][CH2:20][N:14]([C:12]([O:11][CH2:9][CH3:10])=[O:13])[CH2:15][CH2:16]2)[CH2:5][CH2:4]1)#[N:2]. The catalyst class is: 466. (5) Reactant: [Cl:1][C:2]1[CH:34]=[CH:33][C:5]([CH2:6][CH:7]2[CH2:11][CH2:10][C:9]([CH2:13]COS(C3C=CC(C)=CC=3)(=O)=O)([CH3:12])[C:8]2([OH:32])[CH2:26][N:27]2[CH:31]=[N:30][CH:29]=[N:28]2)=[CH:4][CH:3]=1.[Cl-:35].[Li+]. Product: [Cl:1][C:2]1[CH:3]=[CH:4][C:5]([CH2:6][CH:7]2[C:8]([CH2:26][N:27]3[CH:31]=[N:30][CH:29]=[N:28]3)([OH:32])[C:9]([CH2:13][Cl:35])([CH3:12])[CH2:10][CH2:11]2)=[CH:33][CH:34]=1. The catalyst class is: 3. (6) Reactant: [Br:1][C:2]1[CH:3]=[CH:4][C:5]([CH:8]2[CH2:13][CH2:12][NH:11][CH2:10][CH2:9]2)=[N:6][CH:7]=1.[CH3:14][C:15](=O)[CH3:16].Cl. Product: [Br:1][C:2]1[CH:3]=[CH:4][C:5]([CH:8]2[CH2:13][CH2:12][N:11]([CH:15]([CH3:16])[CH3:14])[CH2:10][CH2:9]2)=[N:6][CH:7]=1. The catalyst class is: 404. (7) Reactant: [CH3:1][O:2][C:3]1[C:4]2[C:5]3[C:6]([O:32][CH3:33])=[CH:7][CH:8]=[C:9]([CH:31]=3)[C@H:10]([NH:29][CH3:30])[C:11](=[O:28])[NH:12][C@@H:13]([CH3:27])[C:14](=[O:26])[NH:15][C@H:16]([C:22]([O:24][CH3:25])=[O:23])[CH2:17][C:18]([CH:21]=2)=[CH:19][CH:20]=1.[C:34]([O:38][C:39]([NH:41][CH2:42][CH2:43][CH2:44][CH2:45][C@H:46]([NH:50][C:51](=[O:72])[CH2:52][CH2:53][NH:54][C:55]([C:57]1[CH:62]=[CH:61][C:60]([C:63]2[CH:68]=[CH:67][C:66]([CH2:69][CH2:70][CH3:71])=[CH:65][CH:64]=2)=[CH:59][CH:58]=1)=[O:56])[C:47]([OH:49])=O)=[O:40])([CH3:37])([CH3:36])[CH3:35].CCN(C(C)C)C(C)C.CCN=C=NCCCN(C)C. Product: [C:34]([O:38][C:39]([NH:41][CH2:42][CH2:43][CH2:44][CH2:45][CH:46]([NH:50][C:51](=[O:72])[CH2:52][CH2:53][NH:54][C:55]([C:57]1[CH:62]=[CH:61][C:60]([C:63]2[CH:64]=[CH:65][C:66]([CH2:69][CH2:70][CH3:71])=[CH:67][CH:68]=2)=[CH:59][CH:58]=1)=[O:56])[C:47]([N:29]([CH3:30])[C@H:10]1[C:9]2[CH:31]=[C:5]([C:6]([O:32][CH3:33])=[CH:7][CH:8]=2)[C:4]2=[CH:21][C:18](=[CH:19][CH:20]=[C:3]2[O:2][CH3:1])[CH2:17][C@@H:16]([C:22]([O:24][CH3:25])=[O:23])[NH:15][C:14](=[O:26])[C@H:13]([CH3:27])[NH:12][C:11]1=[O:28])=[O:49])=[O:40])([CH3:36])([CH3:37])[CH3:35]. The catalyst class is: 18. (8) Reactant: [N:1]1[CH:6]=[CH:5][C:4]([C:7]2[N:8]=[C:9]3[NH:17][CH2:16][CH2:15][CH2:14][N:10]3[C:11](=[O:13])[CH:12]=2)=[CH:3][CH:2]=1.[H-].[Na+].CS([O:24][CH2:25][CH2:26][C:27]1[CH:32]=[CH:31][CH:30]=[CH:29][C:28]=1[O:33][CH3:34])(=O)=O.[OH2:35]. Product: [C:28]([OH:33])(=[O:13])/[CH:27]=[CH:26]\[C:25]([OH:24])=[O:35].[CH3:34][O:33][C:28]1[CH:29]=[CH:30][CH:31]=[CH:32][C:27]=1[CH2:26][CH2:25][N:17]1[C:9]2=[N:8][C:7]([C:4]3[CH:5]=[CH:6][N:1]=[CH:2][CH:3]=3)=[CH:12][C:11](=[O:13])[N:10]2[CH2:14][CH2:15][CH2:16]1. The catalyst class is: 9. (9) Reactant: [NH2:1][C:2]1[CH:3]=[CH:4][C:5]([O:8][C:9]2[C:10]([CH3:24])=[N:11][N:12]([C:15]3[CH:22]=[CH:21][C:18]([C:19]#[N:20])=[C:17]([Cl:23])[CH:16]=3)[C:13]=2[CH3:14])=[N:6][CH:7]=1.[CH3:25][C:26]([CH3:31])([CH3:30])[C:27](Cl)=[O:28].C(N(CC)CC)C.[Cl-].[NH4+]. Product: [Cl:23][C:17]1[CH:16]=[C:15]([N:12]2[C:13]([CH3:14])=[C:9]([O:8][C:5]3[N:6]=[CH:7][C:2]([NH:1][C:27](=[O:28])[C:26]([CH3:31])([CH3:30])[CH3:25])=[CH:3][CH:4]=3)[C:10]([CH3:24])=[N:11]2)[CH:22]=[CH:21][C:18]=1[C:19]#[N:20]. The catalyst class is: 1.